Dataset: Full USPTO retrosynthesis dataset with 1.9M reactions from patents (1976-2016). Task: Predict the reactants needed to synthesize the given product. (1) Given the product [CH3:1][C:2]1[CH:7]=[C:6]([C:8]([C:10]([F:13])([F:11])[F:12])=[CH2:9])[CH:5]=[C:4]([CH3:14])[C:3]=1[NH:15][C:29](=[O:30])[C:28]1[CH:32]=[CH:33][CH:34]=[C:26]([N+:23]([O-:25])=[O:24])[CH:27]=1, predict the reactants needed to synthesize it. The reactants are: [CH3:1][C:2]1[CH:7]=[C:6]([C:8]([C:10]([F:13])([F:12])[F:11])=[CH2:9])[CH:5]=[C:4]([CH3:14])[C:3]=1[NH2:15].C(N(CC)CC)C.[N+:23]([C:26]1[CH:27]=[C:28]([CH:32]=[CH:33][CH:34]=1)[C:29](Cl)=[O:30])([O-:25])=[O:24]. (2) Given the product [C:1]([O:5][C:6](=[O:16])[NH:7][C@H:8]1[CH2:9][CH2:10][C@H:11]([CH:14]=[O:15])[CH2:12][CH2:13]1)([CH3:4])([CH3:2])[CH3:3], predict the reactants needed to synthesize it. The reactants are: [C:1]([O:5][C:6](=[O:16])[NH:7][C@H:8]1[CH2:13][CH2:12][C@H:11]([CH2:14][OH:15])[CH2:10][CH2:9]1)([CH3:4])([CH3:3])[CH3:2].CCN(C(C)C)C(C)C.S(=O)(=O)=O.N1C=CC=CC=1. (3) Given the product [C:14]([O:13][C:11](=[O:12])[NH:10][C:8]1[S:9][C:5]([CH2:3][OH:2])=[CH:6][N:7]=1)([CH3:17])([CH3:15])[CH3:16], predict the reactants needed to synthesize it. The reactants are: C[O:2][C:3]([C:5]1[S:9][C:8]([NH:10][C:11]([O:13][C:14]([CH3:17])([CH3:16])[CH3:15])=[O:12])=[N:7][CH:6]=1)=O.[H-].[H-].[H-].[H-].[Li+].[Al+3].O.[OH-].[Na+]. (4) Given the product [ClH:38].[OH:1][C@H:2]([CH2:28][O:29][C:30]1[CH:31]=[CH:32][CH:33]=[CH:34][CH:35]=1)[CH2:3][NH:4][CH2:5][C@H:6]1[CH2:15][CH2:14][C:13]2[C:8](=[CH:9][CH:10]=[C:11]([N:16]([CH3:27])[C:17]3[CH:26]=[CH:25][C:20]([C:21]([OH:23])=[O:22])=[CH:19][CH:18]=3)[CH:12]=2)[O:7]1, predict the reactants needed to synthesize it. The reactants are: [OH:1][C@H:2]([CH2:28][O:29][C:30]1[CH:35]=[CH:34][CH:33]=[CH:32][CH:31]=1)[CH2:3][NH:4][CH2:5][C@H:6]1[CH2:15][CH2:14][C:13]2[C:8](=[CH:9][CH:10]=[C:11]([N:16]([CH3:27])[C:17]3[CH:26]=[CH:25][C:20]([C:21]([O:23]C)=[O:22])=[CH:19][CH:18]=3)[CH:12]=2)[O:7]1.[OH-].[Na+].[ClH:38]. (5) Given the product [Cl:18][C:19]1[CH:24]=[CH:23][C:22]([O:25][C:2]2[C:11]3[C:6](=[CH:7][CH:8]=[CH:9][CH:10]=3)[CH:5]=[C:4]([NH:12][C:13]3[CH:17]=[CH:16][NH:15][N:14]=3)[N:3]=2)=[CH:21][CH:20]=1, predict the reactants needed to synthesize it. The reactants are: Cl[C:2]1[C:11]2[C:6](=[CH:7][CH:8]=[CH:9][CH:10]=2)[CH:5]=[C:4]([NH:12][C:13]2[CH:17]=[CH:16][NH:15][N:14]=2)[N:3]=1.[Cl:18][C:19]1[CH:24]=[CH:23][C:22]([OH:25])=[CH:21][CH:20]=1.